Dataset: Reaction yield outcomes from USPTO patents with 853,638 reactions. Task: Predict the reaction yield, written as a fraction of the theoretical maximum amount of product (1.0 means a 100% yield; for example, 0.34 means a 34% yield). (1) The reactants are [Cl:1][C:2]1[CH:3]=[CH:4][N:5]2[C:10]=1[C:9](=[O:11])[N:8]([C:12]1[CH:17]=[CH:16][CH:15]=[C:14]([F:18])[CH:13]=1)[C:7]([C@@H:19]1[CH2:23][C@@H:22](OS(C3C=CC(C)=CC=3)(=O)=O)[CH2:21][N:20]1[C:35]([O:37][C:38]([CH3:41])([CH3:40])[CH3:39])=[O:36])=[N:6]2.[C-:42]#[N:43].[Na+].O. The catalyst is CS(C)=O. The product is [Cl:1][C:2]1[CH:3]=[CH:4][N:5]2[C:10]=1[C:9](=[O:11])[N:8]([C:12]1[CH:17]=[CH:16][CH:15]=[C:14]([F:18])[CH:13]=1)[C:7]([C@@H:19]1[CH2:23][C@H:22]([C:42]#[N:43])[CH2:21][N:20]1[C:35]([O:37][C:38]([CH3:39])([CH3:41])[CH3:40])=[O:36])=[N:6]2. The yield is 0.560. (2) The reactants are [Si]([O:8][C:9]1[CH:10]=[N:11][C:12]([N:15]2[CH2:20][CH2:19][CH:18]([C:21]3[C:30]([C@@H:31]([F:42])[C:32]4[CH:37]=[CH:36][C:35]([C:38]([F:41])([F:40])[F:39])=[CH:34][CH:33]=4)=[C:29]([CH:43]4[CH2:48][CH2:47][C:46]([F:50])([F:49])[CH2:45][CH2:44]4)[C:28]4[C@@H:27]([O:51][CH2:52][C:53]5[CH:58]=[CH:57][C:56]([O:59][CH3:60])=[CH:55][CH:54]=5)[CH2:26][C:25]([CH3:62])([CH3:61])[CH2:24][C:23]=4[N:22]=3)[CH2:17][CH2:16]2)=[N:13][CH:14]=1)(C(C)(C)C)(C)C.[F-].C([N+](CCCC)(CCCC)CCCC)CCC.C1(C)C=CC=CC=1.O. The catalyst is O1CCCC1. The product is [F:50][C:46]1([F:49])[CH2:47][CH2:48][CH:43]([C:29]2[C:28]3[C@@H:27]([O:51][CH2:52][C:53]4[CH:58]=[CH:57][C:56]([O:59][CH3:60])=[CH:55][CH:54]=4)[CH2:26][C:25]([CH3:62])([CH3:61])[CH2:24][C:23]=3[N:22]=[C:21]([CH:18]3[CH2:17][CH2:16][N:15]([C:12]4[N:13]=[CH:14][C:9]([OH:8])=[CH:10][N:11]=4)[CH2:20][CH2:19]3)[C:30]=2[C@@H:31]([F:42])[C:32]2[CH:33]=[CH:34][C:35]([C:38]([F:39])([F:41])[F:40])=[CH:36][CH:37]=2)[CH2:44][CH2:45]1. The yield is 0.990.